From a dataset of M1 muscarinic receptor agonist screen with 61,833 compounds. Binary Classification. Given a drug SMILES string, predict its activity (active/inactive) in a high-throughput screening assay against a specified biological target. The drug is Brc1n(C(C)C=C)c2c(n(c(=O)[nH]c2=O)C)n1. The result is 0 (inactive).